Regression. Given two drug SMILES strings and cell line genomic features, predict the synergy score measuring deviation from expected non-interaction effect. From a dataset of NCI-60 drug combinations with 297,098 pairs across 59 cell lines. (1) Drug 1: C1CCC(CC1)NC(=O)N(CCCl)N=O. Drug 2: C1=NC2=C(N=C(N=C2N1C3C(C(C(O3)CO)O)O)F)N. Cell line: CCRF-CEM. Synergy scores: CSS=27.7, Synergy_ZIP=-10.7, Synergy_Bliss=-9.09, Synergy_Loewe=-20.0, Synergy_HSA=-8.11. (2) Drug 1: C1=CC=C(C=C1)NC(=O)CCCCCCC(=O)NO. Drug 2: COC1=C2C(=CC3=C1OC=C3)C=CC(=O)O2. Cell line: HCT-15. Synergy scores: CSS=-3.56, Synergy_ZIP=1.05, Synergy_Bliss=3.16, Synergy_Loewe=-4.23, Synergy_HSA=-2.76. (3) Drug 1: COC1=CC(=CC(=C1O)OC)C2C3C(COC3=O)C(C4=CC5=C(C=C24)OCO5)OC6C(C(C7C(O6)COC(O7)C8=CC=CS8)O)O. Drug 2: CCCS(=O)(=O)NC1=C(C(=C(C=C1)F)C(=O)C2=CNC3=C2C=C(C=N3)C4=CC=C(C=C4)Cl)F. Cell line: EKVX. Synergy scores: CSS=21.1, Synergy_ZIP=3.26, Synergy_Bliss=4.68, Synergy_Loewe=-16.3, Synergy_HSA=2.98.